Dataset: Catalyst prediction with 721,799 reactions and 888 catalyst types from USPTO. Task: Predict which catalyst facilitates the given reaction. (1) Reactant: [CH3:1][C:2]1[O:6][C:5]([C:7]2[CH:8]=[N:9][NH:10][C:11]=2[NH2:12])=[N:4][CH:3]=1.[Cl:13][C:14]1[CH:19]=[CH:18][C:17]([C:20](=O)[CH2:21][C:22](OCC)=[O:23])=[CH:16][CH:15]=1.CC1C=CC(S(O)(=O)=O)=CC=1. Product: [Cl:13][C:14]1[CH:15]=[CH:16][C:17]([C:20]2[NH:12][C:11]3[N:10]([N:9]=[CH:8][C:7]=3[C:5]3[O:6][C:2]([CH3:1])=[CH:3][N:4]=3)[C:22](=[O:23])[CH:21]=2)=[CH:18][CH:19]=1. The catalyst class is: 114. (2) Reactant: [Al+3].[Cl-].[Cl-].[Cl-].[CH2:5]([CH:7]([CH2:11][CH2:12][CH2:13][CH3:14])[C:8](Cl)=[O:9])[CH3:6].[F:15][C:16]1[C:17]2[CH2:23][S:22][CH2:21][C:18]=2[S:19][CH:20]=1. Product: [CH2:5]([CH:7]([CH2:11][CH2:12][CH2:13][CH3:14])[C:8]([C:20]1[S:19][C:18]2[CH2:21][S:22][CH2:23][C:17]=2[C:16]=1[F:15])=[O:9])[CH3:6]. The catalyst class is: 2.